From a dataset of Experimentally validated miRNA-target interactions with 360,000+ pairs, plus equal number of negative samples. Binary Classification. Given a miRNA mature sequence and a target amino acid sequence, predict their likelihood of interaction. (1) The miRNA is hsa-miR-30a-5p with sequence UGUAAACAUCCUCGACUGGAAG. The protein sequence of the target gene is MSLYPSLEDLKVDKVIQAQTAFSANPANPAILSEASAPIPHDGNLYPRLYPELSQYMGLSLNEEEIRANVAVVSGAPLQGQLVARPSSINYMVAPVTGNDVGIRRAEIKQGIREVILCKDQDGKIGLRLKSIDNGIFVQLVQANSPASLVGLRFGDQVLQINGENCAGWSSDKAHKVLKQAFGEKITMTIRDRPFERTITMHKDSTGHVGFIFKNGKITSIVKDSSAARNGLLTEHNICEINGQNVIGLKDSQIADILSTSGTVVTITIMPAFIFEHIIKRMAPSIMKSLMDHTIPEV. Result: 1 (interaction). (2) Result: 0 (no interaction). The miRNA is hsa-miR-6809-5p with sequence UGGCAAGGAAAGAAGAGGAUCA. The protein sequence of the target gene is MSSNRSQNPHGLKQIGLDQIWDDLRAGIQQVYTRQSMAKSRYMELYTHVYNYCTSVHQSNQARGAGVPPSKSKKGQTPGGAQFVGLELYKRLKEFLKNYLTNLLKDGEDLMDESVLKFYTQQWEDYRFSSKVLNGICAYLNRHWVRRECDEGRKGIYEIYSLALVTWRDCLFRPLNKQVTNAVLKLIEKERNGETINTRLISGVVQSYVELGLNEDDAFAKGPTLTVYKESFESQFLADTERFYTRESTEFLQQNPVTEYMKKAEARLLEEQRRVQVYLHESTQDELARKCEQVLIEKHL.... (3) The miRNA is hsa-miR-889-5p with sequence AAUGGCUGUCCGUAGUAUGGUC. The protein sequence of the target gene is MLQVHRTGLGRLGVSLSKGLHHKAVLAVRREDVNAWERRAPLAPKHIKGITNLGYKVLIQPSNRRAIHDKDYVKAGGILQEDISEACLILGVKRPPEEKLMSRKTYAFFSHTIKAQEANMGLLDEILKQEIRLIDYEKMVDHRGVRVVAFGQWAGVAGMINILHGMGLRLLALGHHTPFMHIGMAHNYRNSSQAVQAVRDAGYEISLGLMPKSIGPLTFVFTGTGNVSKGAQAIFNELPCEYVEPHELKEVSQTGDLRKVYGTVLSRHHHLVRKTDAVYDPAEYDKHPERYISRFNTDIA.... Result: 0 (no interaction). (4) The miRNA is hsa-miR-331-3p with sequence GCCCCUGGGCCUAUCCUAGAA. The protein sequence of the target gene is MLSWRLQTGPEKAELQELNARLYDYVCRVRELERENLLLEEELRGRRGREGLWAEGQARCAEEARSLRQQLDELSWATALAEGERDALRRELRELQRLDAEERAARGRLDAELGAQQRELQEALGARAALEALLGRLQAERRGLDAAHERDVRELRARAASLTMHFRARATGPAAPPPRLREVHDSYALLVAESWRETVQLYEDEVRELEEALRRGQESRLQAEEETRLCAQEAEALRREALGLEQLRARLEDALLRMREEYGIQAEERQRAIDCLEDEKATLTLAMADWLRDYQDLLQV.... Result: 1 (interaction). (5) The miRNA is mmu-miR-3106-5p with sequence UGGCUCAUUUAGAAGCAGCCA. The protein sequence of the target gene is MNSQLVGILLSALLGVALGHRTRCYDCGGGPSNSCKQTVITCGEGERCGFLDRKPQPSSEQAKQPSATLSHHYPACVATHHCNQVAIESVGDVTFTTQKNCCFGDLCNSAVASSVTPLCILAAAVTTLAWLLPGL. Result: 1 (interaction). (6) The miRNA is mmu-miR-669f-3p with sequence CAUAUACAUACACACACACGUAU. The protein sequence of the target gene is MAGIIKKQILKHLSRFTKNLSPDKINLSTLKGEGELKNLELDEEVLQNMLDLPTWLAISKVFCNKASIRIPWTKLKTQPICLSLDKVIMEMSTCEEPRAPNGPSPIATASGQSEYGFAEKVVEGITVSVNSIVIRIGAKAFNASFELSQLRIYSVNAQWEHGDLRFTRIQDPQRGEVLTFKEINWQMIRIEADATQSSHLEIMCAPVRLITNQSKIRVTLKRRLKDCNVIATKLVLILDDLLWVLTDSQLKAMVQYAKSLSEAIEKSTEQRKSMAPEPTQSSTVTSSAQHVKTPQAANAP.... Result: 1 (interaction).